The task is: Predict the product of the given reaction.. This data is from Forward reaction prediction with 1.9M reactions from USPTO patents (1976-2016). (1) Given the reactants Cl[C:2]1[CH:7]=[C:6]([Cl:8])[N:5]=[C:4]([S:9][CH2:10][C:11]2[CH:16]=[CH:15][CH:14]=[C:13]([F:17])[C:12]=2[F:18])[N:3]=1.[CH2:19]([OH:22])[CH2:20][OH:21].[H-].[Na+], predict the reaction product. The product is: [Cl:8][C:6]1[N:5]=[C:4]([S:9][CH2:10][C:11]2[CH:16]=[CH:15][CH:14]=[C:13]([F:17])[C:12]=2[F:18])[N:3]=[C:2]([O:21][CH2:20][CH2:19][OH:22])[CH:7]=1. (2) Given the reactants [Cl-:1].[OH:2][CH:3]([CH2:26][OH:27])[CH2:4][NH:5][C:6](=[O:25])[C:7]1[C:15]([I:16])=[C:14]([NH:17][C:18](=[O:22])[CH2:19][O:20][CH3:21])[C:13]([I:23])=[C:9]([C:10]([OH:12])=[O:11])[C:8]=1[I:24].S(=O)(=O)(O)O.O.O.O.[C:36]([O-:39])(=O)[CH3:37].[Na+].O.[C:42](O)(=[O:44])[CH3:43], predict the reaction product. The product is: [Cl-:1].[C:42]([O:2][CH:3]([CH2:26][O:27][C:36](=[O:39])[CH3:37])[CH2:4][NH:5][C:6](=[O:25])[C:7]1[C:15]([I:16])=[C:14]([NH:17][C:18](=[O:22])[CH2:19][O:20][CH3:21])[C:13]([I:23])=[C:9]([C:10]([OH:12])=[O:11])[C:8]=1[I:24])(=[O:44])[CH3:43]. (3) Given the reactants [OH-].[NH4+:2].[C:3]([C:5]1[N:10]=[CH:9][C:8]([S:11](Cl)(=[O:13])=[O:12])=[CH:7][CH:6]=1)#[N:4], predict the reaction product. The product is: [C:3]([C:5]1[N:10]=[CH:9][C:8]([S:11]([NH2:2])(=[O:13])=[O:12])=[CH:7][CH:6]=1)#[N:4]. (4) Given the reactants [NH:1]1[C:9]2[CH2:8][CH2:7][CH2:6][CH2:5][C:4]=2[CH:3]=[CH:2]1.[Cl:10][C:11]([Cl:16])([Cl:15])[C:12](Cl)=[O:13], predict the reaction product. The product is: [Cl:10][C:11]([Cl:16])([Cl:15])[C:12]([C:2]1[NH:1][C:9]2[CH2:8][CH2:7][CH2:6][CH2:5][C:4]=2[CH:3]=1)=[O:13].